Predict the product of the given reaction. From a dataset of Forward reaction prediction with 1.9M reactions from USPTO patents (1976-2016). Given the reactants C([NH:5][S:6]([C:9]1[S:10][C:11]([C:14]2[N:19]=[C:18]([NH:20][C:21]3[CH:25]=[C:24]([CH:26]4[CH2:28][CH2:27]4)[NH:23][N:22]=3)[C:17]([CH2:29][CH2:30][CH2:31][OH:32])=[CH:16][N:15]=2)=[CH:12][CH:13]=1)(=[O:8])=[O:7])(C)(C)C.C([O-])([O-])=O.[K+].[K+], predict the reaction product. The product is: [CH:26]1([C:24]2[NH:23][N:22]=[C:21]([NH:20][C:18]3[C:17]([CH2:29][CH2:30][CH2:31][OH:32])=[CH:16][N:15]=[C:14]([C:11]4[S:10][C:9]([S:6]([NH2:5])(=[O:8])=[O:7])=[CH:13][CH:12]=4)[N:19]=3)[CH:25]=2)[CH2:28][CH2:27]1.